Dataset: Full USPTO retrosynthesis dataset with 1.9M reactions from patents (1976-2016). Task: Predict the reactants needed to synthesize the given product. (1) Given the product [CH3:1][O:2][C:3]1[CH:4]=[C:5]2[C:10](=[CH:11][C:12]=1[O:13][CH3:14])[CH2:9][N:8]([C:15]([C@@H:17]1[CH2:26][C:25]3[C:20](=[CH:21][CH:22]=[CH:23][CH:24]=3)[CH2:19][N:18]1[CH2:32][C:31]1[CH:34]=[CH:35][CH:36]=[CH:37][C:30]=1[O:29][C:28]([F:27])([F:38])[F:39])=[O:16])[CH2:7][CH2:6]2, predict the reactants needed to synthesize it. The reactants are: [CH3:1][O:2][C:3]1[CH:4]=[C:5]2[C:10](=[CH:11][C:12]=1[O:13][CH3:14])[CH2:9][N:8]([C:15]([C@@H:17]1[CH2:26][C:25]3[C:20](=[CH:21][CH:22]=[CH:23][CH:24]=3)[CH2:19][NH:18]1)=[O:16])[CH2:7][CH2:6]2.[F:27][C:28]([F:39])([F:38])[O:29][C:30]1[CH:37]=[CH:36][CH:35]=[CH:34][C:31]=1[CH:32]=O.C(O[BH-](OC(=O)C)OC(=O)C)(=O)C.[Na+]. (2) Given the product [ClH:15].[CH2:2]([C:4]1[CH:23]=[CH:22][CH:21]=[C:20]([CH3:24])[C:5]=1[CH2:6][NH:7][C:8]1[C:9]2[N:10]([N:16]=[C:17]([CH3:19])[N:18]=2)[CH:11]=[C:12]([CH2:14][N:26]([CH3:27])[CH3:25])[CH:13]=1)[CH3:3], predict the reactants needed to synthesize it. The reactants are: Cl.[CH2:2]([C:4]1[CH:23]=[CH:22][CH:21]=[C:20]([CH3:24])[C:5]=1[CH2:6][NH:7][C:8]1[C:9]2[N:10]([N:16]=[C:17]([CH3:19])[N:18]=2)[CH:11]=[C:12]([CH2:14][Cl:15])[CH:13]=1)[CH3:3].[CH3:25][NH:26][CH3:27]. (3) The reactants are: [Cl:1][C:2]1[CH:3]=[C:4]2[C:10]([C:11]3[N:16]=[C:15]([NH:17][CH:18]4[CH2:21][N:20](C(OC(C)(C)C)=O)[CH2:19]4)[C:14]([F:29])=[CH:13][N:12]=3)=[CH:9][N:8]([S:30]([C:33]3[CH:39]=[CH:38][C:36]([CH3:37])=[CH:35][CH:34]=3)(=[O:32])=[O:31])[C:5]2=[N:6][CH:7]=1.Cl.O1CCOCC1. Given the product [ClH:1].[NH:20]1[CH2:19][CH:18]([NH:17][C:15]2[C:14]([F:29])=[CH:13][N:12]=[C:11]([C:10]3[C:4]4[C:5](=[N:6][CH:7]=[C:2]([Cl:1])[CH:3]=4)[N:8]([S:30]([C:33]4[CH:39]=[CH:38][C:36]([CH3:37])=[CH:35][CH:34]=4)(=[O:32])=[O:31])[CH:9]=3)[N:16]=2)[CH2:21]1, predict the reactants needed to synthesize it. (4) Given the product [CH3:54][O:53][C:51]1[CH:52]=[C:47]([CH:31]([NH:13][C:10]2[CH:11]=[CH:12][C:7]([C:4]3[N:3]=[C:2]([CH3:1])[O:6][N:5]=3)=[CH:8][CH:9]=2)[C:32]#[N:33])[CH:48]=[C:15]([CH2:16][O:18][CH3:58])[CH:50]=1, predict the reactants needed to synthesize it. The reactants are: [CH3:1][C:2]1[O:6][N:5]=[C:4]([C:7]2[CH:12]=[CH:11][C:10]([NH2:13])=[CH:9][CH:8]=2)[N:3]=1.F[C:15](F)(F)[C:16]([OH:18])=O.C(C1C=CC(N[CH:31]([C:47]2[CH:52]=[C:51]([O:53][CH3:54])[C:50](OC)=C[C:48]=2F)[C:32]2NC(=O)N(C3C=CC=CC=3C(O)=O)[N:33]=2)=CC=1)(=N)N.[C:58](S([O-])(=O)=O)(F)(F)F.C(S([O-])(=O)=O)(F)(F)F.C(S([O-])(=O)=O)(F)(F)F.[Yb+3].C[Si](C#N)(C)C. (5) Given the product [O:18]([C:25]1[CH:26]=[CH:27][C:28]([NH:31][C:32]([NH:17][C:13]2[CH:14]=[C:15]3[C:16](=[CH:11][CH:12]=2)[N:8]([CH2:7][CH2:6][N:1]2[CH2:2][CH2:3][CH2:4][CH2:5]2)[N:9]=[CH:10]3)=[O:33])=[CH:29][CH:30]=1)[C:19]1[CH:20]=[CH:21][CH:22]=[CH:23][CH:24]=1, predict the reactants needed to synthesize it. The reactants are: [N:1]1([CH2:6][CH2:7][N:8]2[CH2:16][C:15]3[C:10](=[CH:11][CH:12]=[C:13]([NH2:17])[CH:14]=3)[NH:9]2)[CH2:5][CH2:4][CH2:3][CH2:2]1.[O:18]([C:25]1[CH:30]=[CH:29][C:28]([N:31]=[C:32]=[O:33])=[CH:27][CH:26]=1)[C:19]1[CH:24]=[CH:23][CH:22]=[CH:21][CH:20]=1. (6) Given the product [Cl:1][C:2]1[C:11]2[CH2:10][CH2:9][CH2:8][CH2:7][C:6]=2[C:5]([NH2:13])=[N:4][N:3]=1, predict the reactants needed to synthesize it. The reactants are: [Cl:1][C:2]1[C:11]2[CH2:10][CH2:9][CH2:8][CH2:7][C:6]=2[C:5](Cl)=[N:4][N:3]=1.[NH3:13]. (7) The reactants are: [C:1]1([C:29]2[CH:34]=[CH:33][CH:32]=[CH:31][CH:30]=2)[CH:6]=[CH:5][C:4]([N:7]([C:17]2[CH:22]=[CH:21][C:20]([C:23]3[CH:28]=[CH:27][CH:26]=[CH:25][CH:24]=3)=[CH:19][CH:18]=2)[C:8]2[CH:13]=[CH:12][C:11](B(O)O)=[CH:10][CH:9]=2)=[CH:3][CH:2]=1.Br[C:36]1[CH:45]=[C:44]([C:46]([O:48][CH3:49])=[O:47])[C:43]([N:50]2[C:62]3[CH:61]=[CH:60][CH:59]=[CH:58][C:57]=3[C:56]3[C:51]2=[CH:52][CH:53]=[CH:54][CH:55]=3)=[CH:42][C:37]=1[C:38]([O:40][CH3:41])=[O:39].C(=O)([O-])[O-].[K+].[K+].N#N. Given the product [C:1]1([C:29]2[CH:34]=[CH:33][CH:32]=[CH:31][CH:30]=2)[CH:6]=[CH:5][C:4]([N:7]([C:17]2[CH:22]=[CH:21][C:20]([C:23]3[CH:28]=[CH:27][CH:26]=[CH:25][CH:24]=3)=[CH:19][CH:18]=2)[C:8]2[CH:13]=[CH:12][C:11]([C:36]3[C:37]([C:38]([O:40][CH3:41])=[O:39])=[CH:42][C:43]([N:50]4[C:62]5[CH:61]=[CH:60][CH:59]=[CH:58][C:57]=5[C:56]5[C:51]4=[CH:52][CH:53]=[CH:54][CH:55]=5)=[C:44]([C:46]([O:48][CH3:49])=[O:47])[CH:45]=3)=[CH:10][CH:9]=2)=[CH:3][CH:2]=1, predict the reactants needed to synthesize it. (8) Given the product [CH2:14]1[C@H:10]2[CH2:9][C:8]3[NH:7][C:6]([C:4]([OH:5])=[O:3])=[CH:13][C:12]=3[C@@H:11]12, predict the reactants needed to synthesize it. The reactants are: C([O:3][C:4]([C:6]1[NH:7][C:8]2[CH2:9][C@@H:10]3[CH2:14][C@@H:11]3[C:12]=2[CH:13]=1)=[O:5])C.[OH-].[Li+]. (9) Given the product [CH3:25][N:23]1[CH:24]=[C:20]([C:16]2[C:14]3[N:15]=[C:10]([O:8][CH2:1][C:2]4[CH:7]=[CH:6][CH:5]=[CH:4][CH:3]=4)[N:11]=[C:12]([OH:26])[C:13]=3[CH:19]=[CH:18][N:17]=2)[N:21]=[CH:22]1, predict the reactants needed to synthesize it. The reactants are: [CH2:1]([OH:8])[C:2]1[CH:7]=[CH:6][CH:5]=[CH:4][CH:3]=1.Cl[C:10]1[N:11]=[C:12]([OH:26])[C:13]2[CH:19]=[CH:18][N:17]=[C:16]([C:20]3[N:21]=[CH:22][N:23]([CH3:25])[CH:24]=3)[C:14]=2[N:15]=1. (10) Given the product [Cl:8][C:6]1[CH:5]=[C:4]([C:9]2([C:32]([F:34])([F:33])[F:35])[O:13][N:12]=[C:11]([C:14]3[CH:15]=[C:16]4[C:17]([C:18](=[O:19])[N:20]([CH2:21][C:22]5[CH:27]=[CH:26][CH:25]=[CH:24][N:23]=5)[CH2:31][N:30]4[CH3:37])=[CH:28][CH:29]=3)[CH2:10]2)[CH:3]=[C:2]([Cl:1])[CH:7]=1, predict the reactants needed to synthesize it. The reactants are: [Cl:1][C:2]1[CH:3]=[C:4]([C:9]2([C:32]([F:35])([F:34])[F:33])[O:13][N:12]=[C:11]([C:14]3[CH:29]=[CH:28][C:17]([C:18]([NH:20][CH2:21][C:22]4[CH:27]=[CH:26][CH:25]=[CH:24][N:23]=4)=[O:19])=[C:16]([NH:30][CH3:31])[CH:15]=3)[CH2:10]2)[CH:5]=[C:6]([Cl:8])[CH:7]=1.Cl[CH2:37]OCCl.